Dataset: Forward reaction prediction with 1.9M reactions from USPTO patents (1976-2016). Task: Predict the product of the given reaction. (1) Given the reactants S(=O)(=O)(O)O.[Br:6][C:7]1[CH:12]=[C:11]([NH:13][N+]([O-])=O)[CH:10]=[C:9]([Br:17])[N:8]=1.NC1C([N+:25]([O-:27])=[O:26])=NC=CC=1, predict the reaction product. The product is: [Br:17][C:9]1[C:10]([N+:25]([O-:27])=[O:26])=[C:11]([NH2:13])[CH:12]=[C:7]([Br:6])[N:8]=1. (2) Given the reactants [CH2:1]([O:3][C:4](=[O:25])[CH2:5][CH:6]1[O:10][B:9]([OH:11])[C:8]2[CH:12]=[C:13]([O:17][C:18]3[CH:23]=[CH:22][N:21]=[C:20](Cl)[N:19]=3)[CH:14]=[C:15]([CH3:16])[C:7]1=2)[CH3:2].C([O-])([O-])=O.[K+].[K+], predict the reaction product. The product is: [CH2:1]([O:3][C:4](=[O:25])[CH2:5][CH:6]1[O:10][B:9]([OH:11])[C:8]2[CH:12]=[C:13]([O:17][C:18]3[CH:23]=[CH:22][N:21]=[CH:20][N:19]=3)[CH:14]=[C:15]([CH3:16])[C:7]1=2)[CH3:2]. (3) Given the reactants [NH2:1][C:2]1[CH:3]=[CH:4][C:5]([O:8][CH3:9])=[N:6][CH:7]=1.[C:10](OC)(=[O:13])[C:11]#[CH:12].C(OCC)C, predict the reaction product. The product is: [OH:13][C:10]1[C:7]2[C:2](=[CH:3][CH:4]=[C:5]([O:8][CH3:9])[N:6]=2)[N:1]=[CH:12][CH:11]=1. (4) The product is: [CH2:10]([NH:16][C:2]1[CH:9]=[CH:8][CH:7]=[CH:6][C:3]=1[CH2:4][OH:5])[CH2:11][CH2:12][CH2:13][CH2:14][CH3:15]. Given the reactants Br[C:2]1[CH:9]=[CH:8][CH:7]=[CH:6][C:3]=1[CH2:4][OH:5].[CH2:10]([NH2:16])[CH2:11][CH2:12][CH2:13][CH2:14][CH3:15], predict the reaction product. (5) Given the reactants [C:1]1([N:7]2[CH2:12][CH2:11][CH2:10][NH:9][S:8]2(=[O:14])=[O:13])[CH:6]=[CH:5][CH:4]=[CH:3][CH:2]=1.C([O-])([O-])=O.[K+].[K+].Br[CH2:22][C:23]([O:25][CH2:26][CH3:27])=[O:24], predict the reaction product. The product is: [O:13]=[S:8]1(=[O:14])[N:7]([C:1]2[CH:2]=[CH:3][CH:4]=[CH:5][CH:6]=2)[CH2:12][CH2:11][CH2:10][N:9]1[CH2:22][C:23]([O:25][CH2:26][CH3:27])=[O:24]. (6) Given the reactants [C:1]([O:5][C:6]([N:8]1[CH2:13][CH2:12][NH:11][CH2:10][CH2:9]1)=[O:7])([CH3:4])([CH3:3])[CH3:2].C(O[C:17]1(O[Si](C)(C)C)[CH2:19][CH2:18]1)C.C(O)(=O)C.C([BH3-])#N.[Na+], predict the reaction product. The product is: [C:1]([O:5][C:6]([N:8]1[CH2:13][CH2:12][N:11]([CH:17]2[CH2:19][CH2:18]2)[CH2:10][CH2:9]1)=[O:7])([CH3:4])([CH3:2])[CH3:3]. (7) Given the reactants CS(C)=O.C(Cl)(=O)C(Cl)=O.[CH3:11][C:12]1([CH3:22])[CH2:17][O:16][CH:15]([CH2:18][CH2:19][CH2:20][OH:21])[O:14][CH2:13]1.C(N(CC)CC)C, predict the reaction product. The product is: [CH3:11][C:12]1([CH3:22])[CH2:13][O:14][CH:15]([CH2:18][CH2:19][CH:20]=[O:21])[O:16][CH2:17]1.